From a dataset of Catalyst prediction with 721,799 reactions and 888 catalyst types from USPTO. Predict which catalyst facilitates the given reaction. (1) Reactant: Br[CH2:2][C:3]1[C:24]([C:25]([F:28])([F:27])[F:26])=[CH:23][C:6]([C:7]([NH:9][CH2:10][C:11]2[CH:16]=[C:15]([Cl:17])[CH:14]=[CH:13][C:12]=2[S:18]([CH2:21][CH3:22])(=[O:20])=[O:19])=[O:8])=[CH:5][C:4]=1[Cl:29].[O:30]1[CH2:36][CH2:35][NH:34][CH2:33][CH2:32][N:31]1[C:37]([O:39][C:40]([CH3:43])([CH3:42])[CH3:41])=[O:38]. Product: [Cl:29][C:4]1[CH:5]=[C:6]([C:7](=[O:8])[NH:9][CH2:10][C:11]2[CH:16]=[C:15]([Cl:17])[CH:14]=[CH:13][C:12]=2[S:18]([CH2:21][CH3:22])(=[O:19])=[O:20])[CH:23]=[C:24]([C:25]([F:28])([F:27])[F:26])[C:3]=1[CH2:2][N:34]1[CH2:35][CH2:36][O:30][N:31]([C:37]([O:39][C:40]([CH3:43])([CH3:42])[CH3:41])=[O:38])[CH2:32][CH2:33]1. The catalyst class is: 3. (2) Reactant: C[O:2][C:3]([C:5]1[CH:10]=[N:9][C:8]([O:11][C:12]2[CH:13]=[CH:14][C:15]3[CH2:19][O:18][B:17]([OH:20])[C:16]=3[CH:21]=2)=[CH:7][N:6]=1)=[O:4].O[Li].O.Cl. Product: [OH:20][B:17]1[C:16]2[CH:21]=[C:12]([O:11][C:8]3[N:9]=[CH:10][C:5]([C:3]([OH:4])=[O:2])=[N:6][CH:7]=3)[CH:13]=[CH:14][C:15]=2[CH2:19][O:18]1. The catalyst class is: 5. (3) Reactant: F[C:2]1[C:3]([C:9]#[N:10])=[N:4][C:5]([F:8])=[CH:6][N:7]=1.C[O-].[Na+].[C:14](OCC)(=[O:16])C.O. Product: [F:8][C:5]1[N:4]=[C:3]([C:9]#[N:10])[C:2]([O:16][CH3:14])=[N:7][CH:6]=1. The catalyst class is: 5. (4) Reactant: [NH2:1][C:2]1[C:7]([CH2:8][CH2:9][CH2:10][C:11](O)=[O:12])=[CH:6][CH:5]=[C:4]([O:14][CH2:15][CH2:16][CH2:17][CH2:18][O:19][CH:20]2[CH2:25][CH2:24][CH2:23][CH2:22][O:21]2)[N:3]=1.C1(N=C=NC2CCCCC2)CCCCC1. Product: [O:21]1[CH2:22][CH2:23][CH2:24][CH2:25][CH:20]1[O:19][CH2:18][CH2:17][CH2:16][CH2:15][O:14][C:4]1[CH:5]=[CH:6][C:7]2[CH2:8][CH2:9][CH2:10][C:11](=[O:12])[NH:1][C:2]=2[N:3]=1. The catalyst class is: 172. (5) Reactant: [CH:1]1([CH:4]([C:7](=O)[CH3:8])[C:5]#[N:6])[CH2:3][CH2:2]1.CC(O)=O.O.[NH2:15][NH2:16].C([O-])(O)=O.[Na+]. Product: [CH:1]1([C:4]2[C:7]([CH3:8])=[N:15][NH:16][C:5]=2[NH2:6])[CH2:3][CH2:2]1. The catalyst class is: 40. (6) Reactant: [NH:1]1[C:5]2[CH:6]=[CH:7][C:8]([C:10]#[N:11])=[CH:9][C:4]=2[N:3]=[CH:2]1.[NH2:12][OH:13]. Product: [OH:13][N:12]=[C:10]([C:8]1[CH:7]=[CH:6][C:5]2[NH:1][CH:2]=[N:3][C:4]=2[CH:9]=1)[NH2:11]. The catalyst class is: 14.